This data is from Full USPTO retrosynthesis dataset with 1.9M reactions from patents (1976-2016). The task is: Predict the reactants needed to synthesize the given product. Given the product [CH3:8][C:6]1([CH3:7])[C:2]([CH3:21])([CH3:1])[O:3][B:4]([C:9]2[CH:14]=[CH:13][N:12]=[C:11]([N:15]3[CH2:16][CH2:17][N:18]([C:29]([O:31][C:32]([CH3:35])([CH3:34])[CH3:33])=[O:30])[CH2:19][CH2:20]3)[CH:10]=2)[O:5]1, predict the reactants needed to synthesize it. The reactants are: [CH3:1][C:2]1([CH3:21])[C:6]([CH3:8])([CH3:7])[O:5][B:4]([C:9]2[CH:14]=[CH:13][N:12]=[C:11]([N:15]3[CH2:20][CH2:19][NH:18][CH2:17][CH2:16]3)[CH:10]=2)[O:3]1.C(N(CC)CC)C.[C:29](O[C:29]([O:31][C:32]([CH3:35])([CH3:34])[CH3:33])=[O:30])([O:31][C:32]([CH3:35])([CH3:34])[CH3:33])=[O:30].